This data is from Peptide-MHC class I binding affinity with 185,985 pairs from IEDB/IMGT. The task is: Regression. Given a peptide amino acid sequence and an MHC pseudo amino acid sequence, predict their binding affinity value. This is MHC class I binding data. (1) The peptide sequence is VMSELFDTL. The MHC is HLA-A30:01 with pseudo-sequence HLA-A30:01. The binding affinity (normalized) is 0.0847. (2) The peptide sequence is YREAGIPVL. The MHC is HLA-B40:01 with pseudo-sequence HLA-B40:01. The binding affinity (normalized) is 0.0847. (3) The peptide sequence is LYTSITNFL. The MHC is HLA-A24:02 with pseudo-sequence HLA-A24:02. The binding affinity (normalized) is 0.674.